From a dataset of Full USPTO retrosynthesis dataset with 1.9M reactions from patents (1976-2016). Predict the reactants needed to synthesize the given product. (1) Given the product [CH:12]12[CH2:14][CH:9]([NH:8][CH2:13]1)[CH2:10][N:11]2[CH:15]1[CH2:16][CH:17]([N:19]2[C:23]3[N:24]=[CH:25][N:26]=[C:27]([NH2:28])[C:22]=3[C:21]([C:29]3[CH:34]=[CH:33][CH:32]=[C:31]([O:35][CH2:36][C:37]45[O:43][CH:40]([CH2:41][CH2:42]4)[CH2:39][CH2:38]5)[CH:30]=3)=[CH:20]2)[CH2:18]1, predict the reactants needed to synthesize it. The reactants are: C(OC([N:8]1[CH2:13][CH:12]2[CH2:14][CH:9]1[CH2:10][N:11]2[CH:15]1[CH2:18][CH:17]([N:19]2[C:23]3[N:24]=[CH:25][N:26]=[C:27]([NH2:28])[C:22]=3[C:21]([C:29]3[CH:34]=[CH:33][CH:32]=[C:31]([O:35][CH2:36][C:37]45[O:43][CH:40]([CH2:41][CH2:42]4)[CH2:39][CH2:38]5)[CH:30]=3)=[CH:20]2)[CH2:16]1)=O)(C)(C)C.FC(F)(F)C(O)=O. (2) Given the product [Cl:35][C:36]1[CH:41]=[C:40]([N:10]2[CH:9]=[C:8]([CH3:11])[S:7]/[C:6]/2=[N:5]\[C:3](=[O:4])[C:2]([CH3:13])([CH3:12])[CH3:1])[CH:39]=[C:38]([Cl:43])[CH:37]=1, predict the reactants needed to synthesize it. The reactants are: [CH3:1][C:2]([CH3:13])([CH3:12])[C:3]([NH:5][C:6]1[S:7][C:8]([CH3:11])=[CH:9][N:10]=1)=[O:4].ClC1C=C2C(N=CC=C2)=C2C=1C=CC=N2.C(=O)([O-])[O-].[Cs+].[Cs+].[Cl:35][C:36]1[CH:41]=[C:40](I)[CH:39]=[C:38]([Cl:43])[CH:37]=1.[OH-].[NH4+].O.